Task: Predict the reactants needed to synthesize the given product.. Dataset: Full USPTO retrosynthesis dataset with 1.9M reactions from patents (1976-2016) (1) Given the product [F:19][C:20]1[CH:21]=[C:22]([CH2:28][CH:29]([CH3:2])[C:30]([O:32][CH3:33])=[O:31])[CH:23]=[C:24]([F:27])[C:25]=1[F:26], predict the reactants needed to synthesize it. The reactants are: [Li][CH2:2]CCC.CCCCCC.N(C(C)C)C(C)C.[F:19][C:20]1[CH:21]=[C:22]([CH2:28][CH2:29][C:30]([O:32][CH3:33])=[O:31])[CH:23]=[C:24]([F:27])[C:25]=1[F:26].CI.[Cl-].[NH4+]. (2) Given the product [CH2:1]([O:3][C:4](=[O:8])[CH:5]([C:6]#[N:7])[C:14]1[CH:15]=[CH:16][CH:17]=[C:10]([F:9])[C:11]=1[C:12]#[N:13])[CH3:2], predict the reactants needed to synthesize it. The reactants are: [CH2:1]([O:3][C:4](=[O:8])[CH2:5][C:6]#[N:7])[CH3:2].[F:9][C:10]1[CH:17]=[CH:16][CH:15]=[C:14](F)[C:11]=1[C:12]#[N:13].C(=O)([O-])[O-].[K+].[K+].Cl.C(=O)=O. (3) Given the product [C:28]([O:1][C:2]1[CH:11]=[C:10]2[C:5]([C:6](=[O:21])[C:7]([C:13]3[CH:18]=[CH:17][C:16]([O:19][CH3:20])=[CH:15][CH:14]=3)=[C:8]([CH3:12])[O:9]2)=[CH:4][CH:3]=1)#[C:29][CH3:30], predict the reactants needed to synthesize it. The reactants are: [OH:1][C:2]1[CH:11]=[C:10]2[C:5]([C:6](=[O:21])[C:7]([C:13]3[CH:18]=[CH:17][C:16]([O:19][CH3:20])=[CH:15][CH:14]=3)=[C:8]([CH3:12])[O:9]2)=[CH:4][CH:3]=1.C([O-])([O-])=O.[K+].[K+].[CH2:28](Br)[C:29]#[CH:30]. (4) The reactants are: [NH2:1][C:2]1[CH:3]=[C:4]2[C:8](=[CH:9][CH:10]=1)[N:7]([CH3:11])[CH:6]=[C:5]2[CH:12]1[CH2:17][CH2:16][CH2:15][N:14]([C:18]([O:20][C:21]([CH3:24])([CH3:23])[CH3:22])=[O:19])[CH2:13]1.[C:25]([C:27]1[CH:32]=[CH:31][N:30]=[C:29]([C:33](Cl)=[O:34])[CH:28]=1)#[N:26].C(OC(=O)C)C. Given the product [C:25]([C:27]1[CH:32]=[CH:31][N:30]=[C:29]([C:33]([NH:1][C:2]2[CH:3]=[C:4]3[C:8](=[CH:9][CH:10]=2)[N:7]([CH3:11])[CH:6]=[C:5]3[CH:12]2[CH2:17][CH2:16][CH2:15][N:14]([C:18]([O:20][C:21]([CH3:24])([CH3:23])[CH3:22])=[O:19])[CH2:13]2)=[O:34])[CH:28]=1)#[N:26], predict the reactants needed to synthesize it. (5) Given the product [CH3:1][O:2][C:3]([C:5]1[S:6][C:7]([C:11](=[O:13])[NH:14][CH:15]([C:17]2[CH:22]=[CH:21][CH:20]=[C:19]([OH:23])[CH:18]=2)[CH3:16])=[CH:8][C:9]=1[CH3:10])=[O:4], predict the reactants needed to synthesize it. The reactants are: [CH3:1][O:2][C:3]([C:5]1[S:6][C:7]([C:11]([OH:13])=O)=[CH:8][C:9]=1[CH3:10])=[O:4].[NH2:14][CH:15]([C:17]1[CH:18]=[C:19]([OH:23])[CH:20]=[CH:21][CH:22]=1)[CH3:16].C(N(CC)CC)C.C1C=CC2N(O)N=NC=2C=1.CN(C(ON1N=NC2C=CC=CC1=2)=[N+](C)C)C.F[P-](F)(F)(F)(F)F. (6) Given the product [CH2:1]([O:3][C:4]([C:5]1[C:6]([C:7]2[CH:12]=[CH:11][C:10]([N+:13]([O-:15])=[O:14])=[CH:9][CH:8]=2)=[CH:29][NH:28][CH:27]=1)=[O:16])[CH3:2], predict the reactants needed to synthesize it. The reactants are: [CH2:1]([O:3][C:4](=[O:16])[CH:5]=[CH:6][C:7]1[CH:12]=[CH:11][C:10]([N+:13]([O-:15])=[O:14])=[CH:9][CH:8]=1)[CH3:2].CC1C=CC(S([CH2:27][N+:28]#[C-:29])(=O)=O)=CC=1.[H-].[Na+].C(Cl)Cl. (7) Given the product [N:34]1([C:17](=[O:19])[CH2:16][CH2:15][NH:14][C:12]([C:9]2[CH:8]=[C:7]([C:1]3[CH:2]=[CH:3][CH:4]=[CH:5][CH:6]=3)[O:11][N:10]=2)=[O:13])[CH2:33][CH2:32][CH2:29]1, predict the reactants needed to synthesize it. The reactants are: [C:1]1([C:7]2[O:11][N:10]=[C:9]([C:12]([NH:14][CH2:15][CH2:16][C:17]([OH:19])=O)=[O:13])[CH:8]=2)[CH:6]=[CH:5][CH:4]=[CH:3][CH:2]=1.CN(C(ON1N=NC2C=[CH:32][CH:33]=[N:34][C:29]1=2)=[N+](C)C)C.F[P-](F)(F)(F)(F)F.Cl.N1CCC1.CCN(C(C)C)C(C)C. (8) Given the product [Cl:1][C:2]1[CH:3]=[C:4]([CH:17]=[C:18]([F:28])[CH:19]=1)[CH2:5][S:6][C:7]1[CH:8]=[C:9]([O:15][CH3:16])[C:10]([O:13][CH3:14])=[N:11][CH:12]=1, predict the reactants needed to synthesize it. The reactants are: [Cl:1][C:2]1[CH:3]=[C:4]([CH:17]=[CH:18][CH:19]=1)[CH2:5][S:6][C:7]1[CH:8]=[C:9]([O:15][CH3:16])[C:10]([O:13][CH3:14])=[N:11][CH:12]=1.BrCC1C=C([F:28])C=C(Cl)C=1. (9) Given the product [CH2:16]([O:15][C:13](=[O:14])[C:12](=[CH:11][N:6]1[C:5]2[CH:23]=[CH:24][C:25]([F:28])=[C:26]([F:27])[C:4]=2[O:9][CH2:8][C@@H:7]1[CH3:10])[C:18]([O:20][CH2:21][CH3:22])=[O:19])[CH3:17], predict the reactants needed to synthesize it. The reactants are: [OH-].[K+].F[C:4]1[C:26]([F:27])=[C:25]([F:28])[CH:24]=[CH:23][C:5]=1[N:6]([CH:11]=[C:12]([C:18]([O:20][CH2:21][CH3:22])=[O:19])[C:13]([O:15][CH2:16][CH3:17])=[O:14])[C@@H:7]([CH3:10])[CH2:8][OH:9].C(OC=C(C(OCC)=O)C(OCC)=O)C.O.